This data is from Forward reaction prediction with 1.9M reactions from USPTO patents (1976-2016). The task is: Predict the product of the given reaction. (1) Given the reactants [F:1][C:2]1[CH:3]=[C:4]2[C:8](=[CH:9][CH:10]=1)[NH:7][C:6](=[O:11])[CH2:5]2.C[Si]([N-][Si](C)(C)C)(C)C.[Li+].[CH:22]([C:24]1[N:29]=[C:28]2[CH2:30][O:31][C:32](=O)[C:27]2=[CH:26][CH:25]=1)=C.Cl, predict the reaction product. The product is: [CH2:6]([N:7]([CH2:22][C:24]1[N:29]=[C:28]2[CH2:30][O:31][C:32](=[C:5]3[C:4]4[C:8](=[CH:9][CH:10]=[C:2]([F:1])[CH:3]=4)[NH:7][C:6]3=[O:11])[C:27]2=[CH:26][CH:25]=1)[CH2:8][CH3:4])[CH3:5]. (2) Given the reactants [OH:1][CH:2]1[CH2:7][N:6]([C:8]([O:10][CH2:11][C:12]2[CH:17]=[CH:16][CH:15]=[CH:14][CH:13]=2)=[O:9])[CH2:5][CH:4]([C:18]([O:20][CH2:21][CH3:22])=[O:19])[CH2:3]1.CC(OI1(OC(C)=O)(OC(C)=O)OC(=O)C2C=CC=CC1=2)=O.[OH-].[Na+], predict the reaction product. The product is: [O:1]=[C:2]1[CH2:7][N:6]([C:8]([O:10][CH2:11][C:12]2[CH:17]=[CH:16][CH:15]=[CH:14][CH:13]=2)=[O:9])[CH2:5][CH:4]([C:18]([O:20][CH2:21][CH3:22])=[O:19])[CH2:3]1.